The task is: Predict which catalyst facilitates the given reaction.. This data is from Catalyst prediction with 721,799 reactions and 888 catalyst types from USPTO. Reactant: [F:1][C:2]([F:10])([F:9])[C:3]([C:5]([F:8])([F:7])[F:6])=[O:4].[CH2:11](Br)[CH:12]=[CH2:13].Cl. Product: [CH2:13]([C:3]([OH:4])([C:5]([F:8])([F:7])[F:6])[C:2]([F:10])([F:9])[F:1])[CH:12]=[CH2:11]. The catalyst class is: 1.